From a dataset of Forward reaction prediction with 1.9M reactions from USPTO patents (1976-2016). Predict the product of the given reaction. (1) Given the reactants [CH2:1]([O:3][C:4]1[CH:9]=[C:8]([CH:10]([OH:17])[C:11]2[CH:16]=[CH:15][CH:14]=[CH:13][N:12]=2)[CH:7]=[CH:6][C:5]=1[OH:18])[CH3:2].Br[CH2:20][C:21]([O:23][CH2:24][CH3:25])=[O:22].C(=O)([O-])[O-].[K+].[K+].O, predict the reaction product. The product is: [CH2:1]([O:3][C:4]1[CH:9]=[C:8]([CH:10]([OH:17])[C:11]2[CH:16]=[CH:15][CH:14]=[CH:13][N:12]=2)[CH:7]=[CH:6][C:5]=1[O:18][CH2:20][C:21]([O:23][CH2:24][CH3:25])=[O:22])[CH3:2]. (2) Given the reactants [NH2:1][C:2]1[NH:6][N:5]=[CH:4][C:3]=1[C:7]#[N:8].[Cl:9][C:10]1[CH:15]=[CH:14][C:13]([C:16](=O)[CH2:17][C:18](OCC)=[O:19])=[CH:12][CH:11]=1, predict the reaction product. The product is: [Cl:9][C:10]1[CH:11]=[CH:12][C:13]([C:16]2[NH:1][C:2]3[N:6]([N:5]=[CH:4][C:3]=3[C:7]#[N:8])[C:18](=[O:19])[CH:17]=2)=[CH:14][CH:15]=1. (3) The product is: [N:1]1[CH:6]=[CH:5][CH:4]=[C:3]([CH2:7][CH:8]([C:14]([OH:16])=[O:15])[C:9]([OH:11])=[O:10])[CH:2]=1. Given the reactants [N:1]1[CH:6]=[CH:5][CH:4]=[C:3]([CH2:7][CH:8]([C:14]([O:16]CC)=[O:15])[C:9]([O:11]CC)=[O:10])[CH:2]=1.[OH-].[K+].Cl, predict the reaction product. (4) Given the reactants [CH3:1][N:2]([CH3:16])[CH2:3][CH2:4][N:5]([CH3:15])[C:6]1[CH:11]=[CH:10][C:9]([N+:12]([O-])=O)=[CH:8][CH:7]=1, predict the reaction product. The product is: [CH3:1][N:2]([CH3:16])[CH2:3][CH2:4][N:5]([CH3:15])[C:6]1[CH:11]=[CH:10][C:9]([NH2:12])=[CH:8][CH:7]=1. (5) Given the reactants [Br:1][CH2:2][CH2:3][CH2:4][C:5]([F:8])([F:7])[F:6].[C:9]1([P:15]([C:22]2[CH:27]=[CH:26][CH:25]=[CH:24][CH:23]=2)[C:16]2[CH:21]=[CH:20][CH:19]=[CH:18][CH:17]=2)[CH:14]=[CH:13][CH:12]=[CH:11][CH:10]=1.C(#N)C.C(OCC)C, predict the reaction product. The product is: [Br-:1].[C:22]1([P+:15]([C:9]2[CH:10]=[CH:11][CH:12]=[CH:13][CH:14]=2)([C:16]2[CH:21]=[CH:20][CH:19]=[CH:18][CH:17]=2)[CH2:2][CH2:3][CH2:4][C:5]([F:8])([F:7])[F:6])[CH:23]=[CH:24][CH:25]=[CH:26][CH:27]=1. (6) Given the reactants N#N.[CH3:3][C:4]1([C:9]2[S:10][CH:11]=[C:12]([CH2:14][N:15]3[N:19]=[C:18]([N+:20]([O-])=O)[CH:17]=[N:16]3)[N:13]=2)[O:8][CH2:7][CH2:6][O:5]1.[NH4+].[Cl-], predict the reaction product. The product is: [CH3:3][C:4]1([C:9]2[S:10][CH:11]=[C:12]([CH2:14][N:15]3[N:19]=[C:18]([NH2:20])[CH:17]=[N:16]3)[N:13]=2)[O:5][CH2:6][CH2:7][O:8]1. (7) Given the reactants [C:1]([O:4][C@@H:5]1[C@@H:10]([O:11][C:12](=[O:14])[CH3:13])[C@H:9]([O:15][C:16](=[O:18])[CH3:17])[C@@H:8]([CH2:19][O:20][C:21](=[O:23])[CH3:22])[O:7][C@H:6]1[O:24][C:25]1[C:29]([CH2:30][C:31]2[CH:36]=[CH:35][C:34]([O:37][CH2:38][CH2:39][C:40](=[O:55])[NH:41][C:42]([C:45]([O:47]CC3C=CC=CC=3)=[O:46])([CH3:44])[CH3:43])=[CH:33][C:32]=2[CH3:56])=[C:28]([CH:57]([CH3:59])[CH3:58])[NH:27][N:26]=1)(=[O:3])[CH3:2], predict the reaction product. The product is: [C:1]([O:4][C@@H:5]1[C@@H:10]([O:11][C:12](=[O:14])[CH3:13])[C@H:9]([O:15][C:16](=[O:18])[CH3:17])[C@@H:8]([CH2:19][O:20][C:21](=[O:23])[CH3:22])[O:7][C@H:6]1[O:24][C:25]1[C:29]([CH2:30][C:31]2[CH:36]=[CH:35][C:34]([O:37][CH2:38][CH2:39][C:40](=[O:55])[NH:41][C:42]([C:45]([OH:47])=[O:46])([CH3:43])[CH3:44])=[CH:33][C:32]=2[CH3:56])=[C:28]([CH:57]([CH3:59])[CH3:58])[NH:27][N:26]=1)(=[O:3])[CH3:2].